From a dataset of NCI-60 drug combinations with 297,098 pairs across 59 cell lines. Regression. Given two drug SMILES strings and cell line genomic features, predict the synergy score measuring deviation from expected non-interaction effect. Drug 1: CCCCC(=O)OCC(=O)C1(CC(C2=C(C1)C(=C3C(=C2O)C(=O)C4=C(C3=O)C=CC=C4OC)O)OC5CC(C(C(O5)C)O)NC(=O)C(F)(F)F)O. Drug 2: C1CC(=O)NC(=O)C1N2C(=O)C3=CC=CC=C3C2=O. Cell line: SNB-19. Synergy scores: CSS=66.8, Synergy_ZIP=8.30, Synergy_Bliss=6.26, Synergy_Loewe=-12.1, Synergy_HSA=5.14.